This data is from Full USPTO retrosynthesis dataset with 1.9M reactions from patents (1976-2016). The task is: Predict the reactants needed to synthesize the given product. (1) Given the product [O:3]1[C:7]2[CH:8]=[CH:9][CH:10]=[C:11]([CH:12]3[CH2:17][CH2:16][N:15]([CH2:18][CH2:19][C@H:20]4[CH2:21][CH2:22][C@H:23]([NH:26][C:27](=[O:29])[CH3:28])[CH2:24][CH2:25]4)[CH2:14][CH2:13]3)[C:6]=2[CH2:5][CH2:4]1, predict the reactants needed to synthesize it. The reactants are: Cl.Cl.[O:3]1[C:7]2[CH:8]=[CH:9][CH:10]=[C:11]([CH:12]3[CH2:17][CH2:16][N:15]([CH2:18][CH2:19][C@H:20]4[CH2:25][CH2:24][C@H:23]([NH2:26])[CH2:22][CH2:21]4)[CH2:14][CH2:13]3)[C:6]=2[CH2:5][CH2:4]1.[C:27](O)(=[O:29])[CH3:28]. (2) Given the product [CH3:1][C:2]1[C:3]2[NH:9][CH:12]=[N:8][C:4]=2[CH:5]=[CH:6][CH:7]=1, predict the reactants needed to synthesize it. The reactants are: [CH3:1][C:2]1[C:3]([NH2:9])=[C:4]([NH2:8])[CH:5]=[CH:6][CH:7]=1.[OH-].[NH4+].[CH:12](O)=O. (3) Given the product [CH2:18]([O:20][C:21]([C:23]1[C:27]([CH2:28][CH2:29][CH2:30][N:31]2[CH2:36][CH2:35][N:34]([CH3:37])[CH2:33][CH2:32]2)=[C:26]([CH:38]=[C:10]2[C:9]3[C:13](=[CH:14][CH:15]=[CH:16][C:8]=3[C:5]3[CH:6]=[N:7][C:2]([NH2:1])=[CH:3][CH:4]=3)[NH:12][C:11]2=[O:17])[NH:25][C:24]=1[CH3:40])=[O:22])[CH3:19], predict the reactants needed to synthesize it. The reactants are: [NH2:1][C:2]1[N:7]=[CH:6][C:5]([C:8]2[CH:16]=[CH:15][CH:14]=[C:13]3[C:9]=2[CH2:10][C:11](=[O:17])[NH:12]3)=[CH:4][CH:3]=1.[CH2:18]([O:20][C:21]([C:23]1[C:27]([CH2:28][CH2:29][CH2:30][N:31]2[CH2:36][CH2:35][N:34]([CH3:37])[CH2:33][CH2:32]2)=[C:26]([CH:38]=O)[NH:25][C:24]=1[CH3:40])=[O:22])[CH3:19]. (4) Given the product [C:23]([O:22][C:20]([NH:19][C@H:13]1[C@@H:14]([CH2:16][CH2:17][CH3:18])[CH2:15][NH:11][CH2:12]1)=[O:21])([CH3:26])([CH3:25])[CH3:24], predict the reactants needed to synthesize it. The reactants are: C(OC([N:11]1[CH2:15][C@H:14]([CH2:16][CH2:17][CH3:18])[C@H:13]([NH:19][C:20]([O:22][C:23]([CH3:26])([CH3:25])[CH3:24])=[O:21])[CH2:12]1)=O)C1C=CC=CC=1.[H][H]. (5) The reactants are: [F:1][C:2]1[CH:7]=[CH:6][C:5]([N:8]2[CH:12]([C:13]3[CH:18]=[CH:17][C:16]([N+:19]([O-])=O)=[CH:15][CH:14]=3)[CH2:11][CH2:10][CH:9]2[C:22]2[CH:27]=[CH:26][C:25]([C:28]3[N:29]=[C:30]([C@@H:33]4[CH2:37][CH2:36][CH2:35][N:34]4[C:38]([O:40][C:41]([CH3:44])([CH3:43])[CH3:42])=[O:39])[NH:31][CH:32]=3)=[CH:24][CH:23]=2)=[CH:4][CH:3]=1.[H][H]. Given the product [NH2:19][C:16]1[CH:17]=[CH:18][C:13]([CH:12]2[N:8]([C:5]3[CH:4]=[CH:3][C:2]([F:1])=[CH:7][CH:6]=3)[CH:9]([C:22]3[CH:27]=[CH:26][C:25]([C:28]4[N:29]=[C:30]([C@@H:33]5[CH2:37][CH2:36][CH2:35][N:34]5[C:38]([O:40][C:41]([CH3:44])([CH3:43])[CH3:42])=[O:39])[NH:31][CH:32]=4)=[CH:24][CH:23]=3)[CH2:10][CH2:11]2)=[CH:14][CH:15]=1, predict the reactants needed to synthesize it. (6) Given the product [F:16][C:17]1[CH:44]=[C:43]([F:45])[CH:42]=[CH:41][C:18]=1[O:19][C:20]1[CH:21]=[CH:22][C:23]([NH:26][S:27]([CH2:30][CH3:31])(=[O:28])=[O:29])=[CH:24][C:25]=1[C:2]1[CH:3]=[C:4]([O:10][CH2:11][C:12]([F:15])([F:14])[F:13])[C:5](=[O:9])[N:6]([CH3:8])[CH:7]=1, predict the reactants needed to synthesize it. The reactants are: Br[C:2]1[CH:3]=[C:4]([O:10][CH2:11][C:12]([F:15])([F:14])[F:13])[C:5](=[O:9])[N:6]([CH3:8])[CH:7]=1.[F:16][C:17]1[CH:44]=[C:43]([F:45])[CH:42]=[CH:41][C:18]=1[O:19][C:20]1[CH:25]=[CH:24][C:23]([NH:26][S:27]([CH2:30][CH3:31])(=[O:29])=[O:28])=[CH:22][C:21]=1B1OC(C)(C)C(C)(C)O1.[O-]P([O-])([O-])=O.[K+].[K+].[K+]. (7) Given the product [C:30]([C:29]1[CH:32]=[C:33]([CH3:36])[CH:34]=[CH:35][C:28]=1[O:25][C:19]1[CH:20]=[CH:21][C:22]([F:24])=[C:23]2[C:18]=1[CH2:17][CH2:16][C@H:15]2[O:14][C:12]1[CH:11]=[CH:10][C:9]2[C@H:5]([CH2:4][C:3]([OH:2])=[O:26])[CH2:6][O:7][C:8]=2[CH:13]=1)#[N:31], predict the reactants needed to synthesize it. The reactants are: C[O:2][C:3](=[O:26])[CH2:4][C@H:5]1[C:9]2[CH:10]=[CH:11][C:12]([O:14][C@H:15]3[C:23]4[C:18](=[C:19]([OH:25])[CH:20]=[CH:21][C:22]=4[F:24])[CH2:17][CH2:16]3)=[CH:13][C:8]=2[O:7][CH2:6]1.F[C:28]1[CH:35]=[CH:34][C:33]([CH3:36])=[CH:32][C:29]=1[C:30]#[N:31]. (8) Given the product [F:1][C:2]1[CH:7]=[CH:6][C:5]([N:8]2[C:17]3[C:12](=[CH:13][C:14]([F:25])=[C:15]([N:18]4[CH2:23][CH2:22][CH2:20][CH2:19]4)[CH:16]=3)[C:11](=[O:26])[N:10]([OH:27])[C:9]2=[O:28])=[CH:4][CH:3]=1, predict the reactants needed to synthesize it. The reactants are: [F:1][C:2]1[CH:7]=[CH:6][C:5]([N:8]2[C:17]3[C:12](=[CH:13][C:14]([F:25])=[C:15]([N:18]4[CH2:23][CH2:22]N(C)[CH2:20][CH2:19]4)[CH:16]=3)[C:11](=[O:26])[N:10]([OH:27])[C:9]2=[O:28])=[CH:4][CH:3]=1.FC(F)(F)C([O-])=O. (9) Given the product [F:1][C:2]1[CH:7]=[CH:6][CH:5]=[C:4]([F:8])[C:3]=1[CH:9]=[CH:10][C:11]([NH:13][C@H:14]([C:26]([OH:28])=[O:27])[CH2:15][C:16]1[C:24]2[C:19](=[CH:20][CH:21]=[CH:22][CH:23]=2)[N:18]([CH3:25])[CH:17]=1)=[O:12], predict the reactants needed to synthesize it. The reactants are: [F:1][C:2]1[CH:7]=[CH:6][CH:5]=[C:4]([F:8])[C:3]=1[CH:9]=[CH:10][C:11]([NH:13][C@H:14]([C:26]([O:28]C)=[O:27])[CH2:15][C:16]1[C:24]2[C:19](=[CH:20][CH:21]=[CH:22][CH:23]=2)[N:18]([CH3:25])[CH:17]=1)=[O:12].[OH-].[Na+].